Dataset: Forward reaction prediction with 1.9M reactions from USPTO patents (1976-2016). Task: Predict the product of the given reaction. Given the reactants [Cl:1][C:2]1[CH:3]=[C:4]2[C:9](=[CH:10][C:11]=1[O:12][CH3:13])[NH:8][C:7](=[O:14])[C:6]([C@@H:15]([NH:17][S@@](C(C)(C)C)=O)[CH3:16])=[CH:5]2.Cl, predict the reaction product. The product is: [ClH:1].[NH2:17][C@H:15]([C:6]1[C:7](=[O:14])[NH:8][C:9]2[C:4]([CH:5]=1)=[CH:3][C:2]([Cl:1])=[C:11]([O:12][CH3:13])[CH:10]=2)[CH3:16].